This data is from Peptide-MHC class I binding affinity with 185,985 pairs from IEDB/IMGT. The task is: Regression. Given a peptide amino acid sequence and an MHC pseudo amino acid sequence, predict their binding affinity value. This is MHC class I binding data. (1) The peptide sequence is NTSQRGIL. The binding affinity (normalized) is 0.211. The MHC is HLA-A02:02 with pseudo-sequence HLA-A02:02. (2) The peptide sequence is DTGCRIDGY. The MHC is HLA-B39:01 with pseudo-sequence HLA-B39:01. The binding affinity (normalized) is 0.0847. (3) The peptide sequence is IYYLEKANK. The MHC is HLA-B18:01 with pseudo-sequence HLA-B18:01. The binding affinity (normalized) is 0.0847. (4) The peptide sequence is VPGSETMCY. The binding affinity (normalized) is 0.0229. The MHC is HLA-A02:02 with pseudo-sequence HLA-A02:02. (5) The peptide sequence is VLEWRFDSRL. The MHC is HLA-B44:03 with pseudo-sequence HLA-B44:03. The binding affinity (normalized) is 0.327. (6) The peptide sequence is HTCMSECVRL. The MHC is Mamu-B01 with pseudo-sequence Mamu-B01. The binding affinity (normalized) is 0.00818. (7) The peptide sequence is MTMRRRLFK. The MHC is HLA-A02:01 with pseudo-sequence HLA-A02:01. The binding affinity (normalized) is 0.0847. (8) The peptide sequence is LDPQARVAI. The MHC is Patr-B2401 with pseudo-sequence Patr-B2401. The binding affinity (normalized) is 0.0900.